Dataset: hERG Central: cardiac toxicity at 1µM, 10µM, and general inhibition. Task: Predict hERG channel inhibition at various concentrations. (1) The drug is CC1CCC(C(C)C)C(OC(=O)Cn2c(-c3ccc(Cl)cc3)[n+](C)c3ccccc32)C1.[Cl-]. Results: hERG_inhib (hERG inhibition (general)): blocker. (2) The drug is CCOC(=O)Cn1c(=N)n(CCOc2ccc3ccccc3c2)c2ccccc21.Cl. Results: hERG_inhib (hERG inhibition (general)): blocker. (3) The molecule is Cc1ccsc1C(=O)C1CCCN(Cc2cc(F)ccc2-n2cccn2)C1. Results: hERG_inhib (hERG inhibition (general)): blocker.